This data is from Catalyst prediction with 721,799 reactions and 888 catalyst types from USPTO. The task is: Predict which catalyst facilitates the given reaction. (1) Reactant: [Cl:1][C:2]1[C:7]([CH:8]([CH3:11])[CH2:9][OH:10])=[CH:6][C:5]([C:12]#[N:13])=[CH:4][C:3]=1[NH:14][C:15]1[N:20]=[C:19]([N:21]([CH:31]2[CH2:33][CH2:32]2)[CH2:22][C:23]2[CH:28]=[CH:27][C:26]([O:29][CH3:30])=[CH:25][CH:24]=2)[C:18]2=[N:34][CH:35]=[C:36]([C:37]#[N:38])[N:17]2[N:16]=1.CC(OI1(OC(C)=O)(OC(C)=O)OC(=O)C2C=CC=CC1=2)=O. Product: [Cl:1][C:2]1[C:7]([CH:8]([CH3:11])[CH:9]=[O:10])=[CH:6][C:5]([C:12]#[N:13])=[CH:4][C:3]=1[NH:14][C:15]1[N:20]=[C:19]([N:21]([CH:31]2[CH2:32][CH2:33]2)[CH2:22][C:23]2[CH:28]=[CH:27][C:26]([O:29][CH3:30])=[CH:25][CH:24]=2)[C:18]2=[N:34][CH:35]=[C:36]([C:37]#[N:38])[N:17]2[N:16]=1. The catalyst class is: 2. (2) Reactant: C([O:5][C:6]([N:8]1[C@H:13]([C:14](=[O:26])[NH:15][C:16]2[CH:21]=[C:20]([C:22]([OH:24])=[O:23])[CH:19]=[C:18]([Br:25])[CH:17]=2)[CH2:12][C@@H:11]2[C@H:9]1[CH2:10]2)=O)(C)(C)C.[N:27]([C:30]1[C:38]2[C:33](=[CH:34][CH:35]=[C:36]([O:39][CH3:40])[CH:37]=2)[N:32]([C:41]([NH2:43])=[O:42])[CH:31]=1)=C=O. Product: [Br:25][C:18]1[CH:19]=[C:20]([CH:21]=[C:16]([NH:15][C:14]([C@@H:13]2[CH2:12][C@@H:11]3[C@@H:9]([CH2:10]3)[N:8]2[C:6](=[O:5])[NH:27][C:30]2[C:38]3[C:33](=[CH:34][CH:35]=[C:36]([O:39][CH3:40])[CH:37]=3)[N:32]([C:41](=[O:42])[NH2:43])[CH:31]=2)=[O:26])[CH:17]=1)[C:22]([OH:24])=[O:23]. The catalyst class is: 12. (3) Reactant: [Cl:1][C:2]1[C:14]([O:15][C:16]2[N:20]([CH3:21])[N:19]=[C:18]([CH3:22])[C:17]=2[CH3:23])=[CH:13][C:5]([O:6][C@@H:7]([CH3:12])[C:8]([O:10]C)=[O:9])=[C:4]([CH2:24][CH2:25][CH2:26][OH:27])[CH:3]=1.C(P(CCCC)CCCC)CCC.N(C(N1CCCCC1)=O)=NC(N1CCCCC1)=O.[CH3:59][CH2:60][CH2:61][CH2:62][CH2:63][CH3:64]. Product: [Cl:1][C:2]1[C:14]([O:15][C:16]2[N:20]([CH3:21])[N:19]=[C:18]([CH3:22])[C:17]=2[CH3:23])=[CH:13][C:5]([O:6][C@@H:7]([CH3:12])[C:8]([OH:10])=[O:9])=[C:4]([CH2:24][CH2:25][CH2:26][O:27][C:61]2[CH:60]=[CH:59][CH:64]=[CH:63][CH:62]=2)[CH:3]=1. The catalyst class is: 7. (4) Reactant: [CH2:1]([O:8][C:9]1[N:19]=[C:18]([CH3:20])[CH:17]=[C:16]([OH:21])[C:10]=1[C:11]([O:13][CH2:14][CH3:15])=[O:12])[C:2]1[CH:7]=[CH:6][CH:5]=[CH:4][CH:3]=1.[C:22](=O)([O-])[O-].[K+].[K+].IC. The catalyst class is: 3. Product: [CH2:1]([O:8][C:9]1[N:19]=[C:18]([CH3:20])[CH:17]=[C:16]([O:21][CH3:22])[C:10]=1[C:11]([O:13][CH2:14][CH3:15])=[O:12])[C:2]1[CH:7]=[CH:6][CH:5]=[CH:4][CH:3]=1. (5) Product: [C:13]([O:17][C:33]([N:1]([C:18]([O:20][C:21]([CH3:24])([CH3:23])[CH3:22])=[O:19])[C:2]1[CH:3]=[C:4]([C:9]([Br:12])=[CH:10][N:11]=1)[C:5]([O:7][CH3:8])=[O:6])=[O:35])([CH3:16])([CH3:15])[CH3:14]. The catalyst class is: 142. Reactant: [NH2:1][C:2]1[CH:3]=[C:4]([C:9]([Br:12])=[CH:10][N:11]=1)[C:5]([O:7][CH3:8])=[O:6].[C:13]([OH:17])([CH3:16])([CH3:15])[CH3:14].[C:18](O[C:18]([O:20][C:21]([CH3:24])([CH3:23])[CH3:22])=[O:19])([O:20][C:21]([CH3:24])([CH3:23])[CH3:22])=[O:19].[CH2:33]([OH:35])C. (6) Reactant: [H-].[H-].[H-].[H-].[Li+].[Al+3].O[C@H:8]1[CH2:12][CH2:11][N:10]([C:13](=O)[C@@H:14]([NH:21][C:22](=[O:31])[O:23][CH2:24][C:25]2[CH:30]=[CH:29][CH:28]=[CH:27][CH:26]=2)[C:15]2[CH:20]=[CH:19][CH:18]=[CH:17][CH:16]=2)[CH2:9]1. Product: [CH2:24]([O:23][C:22](=[O:31])[NH:21][C@@H:14]([C:15]1[CH:20]=[CH:19][CH:18]=[CH:17][CH:16]=1)[CH2:13][N:10]1[CH2:11][CH2:12][CH2:8][CH2:9]1)[C:25]1[CH:30]=[CH:29][CH:28]=[CH:27][CH:26]=1. The catalyst class is: 7.